Predict which catalyst facilitates the given reaction. From a dataset of Catalyst prediction with 721,799 reactions and 888 catalyst types from USPTO. (1) Reactant: [CH2:1]([O:3][C:4]1[CH:9]=[CH:8][C:7]([C:10]#[C:11][C:12]([NH2:14])=[O:13])=[CH:6][CH:5]=1)[CH3:2].[CH3:15][CH2:16][CH2:17][CH2:18][SnH:19]([CH2:24][CH2:25][CH2:26][CH3:27])[CH2:20][CH2:21][CH2:22][CH3:23]. Product: [CH2:1]([O:3][C:4]1[CH:9]=[CH:8][C:7](/[CH:10]=[C:11](/[Sn:19]([CH2:20][CH2:21][CH2:22][CH3:23])([CH2:24][CH2:25][CH2:26][CH3:27])[CH2:18][CH2:17][CH2:16][CH3:15])\[C:12]([NH2:14])=[O:13])=[CH:6][CH:5]=1)[CH3:2]. The catalyst class is: 73. (2) Reactant: [Br:1][C:2]1[CH:3]=[CH:4][C:5]2[C:9]3[CH:10]=[CH:11][C:12]([N+:14]([O-])=O)=[CH:13][C:8]=3[S:7](=O)[C:6]=2[CH:18]=1.C(O)(=O)C.O.O.Cl[Sn]Cl. Product: [Br:1][C:2]1[CH:3]=[CH:4][C:5]2[C:9]3[CH:10]=[CH:11][C:12]([NH2:14])=[CH:13][C:8]=3[S:7][C:6]=2[CH:18]=1. The catalyst class is: 33. (3) Reactant: [CH:1]12[CH2:7][CH:4]([CH2:5][CH2:6]1)[CH2:3][CH2:2]2.[I:8](O)(O)(O)(O)(O)=O.[C:15]([OH:21])([C:17]([F:20])([F:19])[F:18])=[O:16].FC(F)(F)C(OC(=O)C(F)(F)F)=O.CCCCCCCCCCCC. Product: [F:18][C:17]([F:20])([F:19])[C:15]([O:21][C:1]12[CH2:7][CH:4]([CH2:5][CH2:6]1)[CH2:3][CH2:2]2)=[O:16].[I+7:8]. The catalyst class is: 22. (4) Reactant: [Cl:1][C:2]1[N:3]=[C:4]2[CH:9]=[CH:8][C:7]([C:10]#[C:11][C:12]3[N:16]([CH3:17])[N:15]=[C:14]([N:18]4[CH2:22][CH2:21][CH2:20][CH2:19]4)[N:13]=3)=[N:6][N:5]2[CH:23]=1. Product: [Cl:1][C:2]1[N:3]=[C:4]2[CH:9]=[CH:8][C:7]([CH2:10][CH2:11][C:12]3[N:16]([CH3:17])[N:15]=[C:14]([N:18]4[CH2:19][CH2:20][CH2:21][CH2:22]4)[N:13]=3)=[N:6][N:5]2[CH:23]=1. The catalyst class is: 29. (5) Reactant: [OH:1][C:2]1[CH:9]=[CH:8][C:5]([CH:6]=[O:7])=[CH:4][CH:3]=1.C(=O)([O-])[O-].[K+].[K+].[F:16][C:17]1[CH:18]=[C:19]([CH:22]=[CH:23][CH:24]=1)[CH2:20]Br. Product: [F:16][C:17]1[CH:18]=[C:19]([CH:22]=[CH:23][CH:24]=1)[CH2:20][O:1][C:2]1[CH:9]=[CH:8][C:5]([CH:6]=[O:7])=[CH:4][CH:3]=1. The catalyst class is: 35. (6) The catalyst class is: 5. Reactant: [Si]([O:8][CH2:9][C:10]([NH:12][C:13]([C:15]1[C:16]2[O:34][CH:33]=[CH:32][C:17]=2[C:18](=[O:31])[N:19]([CH3:30])[C:20]=1[NH:21][C:22]1[CH:27]=[CH:26][C:25]([I:28])=[CH:24][C:23]=1[F:29])=[O:14])=[O:11])(C(C)(C)C)(C)C.Cl. Product: [F:29][C:23]1[CH:24]=[C:25]([I:28])[CH:26]=[CH:27][C:22]=1[NH:21][C:20]1[N:19]([CH3:30])[C:18](=[O:31])[C:17]2[CH:32]=[CH:33][O:34][C:16]=2[C:15]=1[C:13]([NH:12][C:10](=[O:11])[CH2:9][OH:8])=[O:14]. (7) Reactant: [CH3:1][N:2]([C@@H:12]1[C@H:17]([CH3:18])[CH2:16][CH2:15][NH:14][CH2:13]1)[C:3]1[C:4]2[CH:11]=[CH:10][NH:9][C:5]=2[N:6]=[CH:7][N:8]=1.[C:19]([C:21]1([C:24](O)=[O:25])[CH2:23][CH2:22]1)#[N:20].C(N(C(C)C)CC)(C)C.F[P-](F)(F)(F)(F)F.N1(OC(N(C)C)=[N+](C)C)C2N=CC=CC=2N=N1. Product: [CH3:18][C@@H:17]1[CH2:16][CH2:15][N:14]([C:24]([C:21]2([C:19]#[N:20])[CH2:23][CH2:22]2)=[O:25])[CH2:13][C@@H:12]1[N:2]([CH3:1])[C:3]1[C:4]2[CH:11]=[CH:10][NH:9][C:5]=2[N:6]=[CH:7][N:8]=1. The catalyst class is: 9.